Task: Predict which catalyst facilitates the given reaction.. Dataset: Catalyst prediction with 721,799 reactions and 888 catalyst types from USPTO (1) Reactant: [NH2:1][C:2]1[CH:3]=[CH:4][C:5]2[CH2:9][O:8][B:7]([OH:10])[C:6]=2[CH:11]=1.[C:12]([NH:15][C:16]1[CH:17]=[C:18]([Br:26])[C:19]([S:22](Cl)(=[O:24])=[O:23])=[N:20][CH:21]=1)(=[O:14])[CH3:13].C(=O)([O-])[O-].[K+].[K+]. Product: [Br:26][C:18]1[CH:17]=[C:16]([NH:15][C:12](=[O:14])[CH3:13])[CH:21]=[N:20][C:19]=1[S:22](=[O:23])(=[O:24])[NH:1][C:2]1[CH:3]=[CH:4][C:5]2[CH2:9][O:8][B:7]([OH:10])[C:6]=2[CH:11]=1. The catalyst class is: 23. (2) Reactant: [S:1]=[C:2]1[NH:7][C:6]2[NH:8][CH:9]=[CH:10][C:5]=2[C:4](=[O:11])[N:3]1[C:12]1[CH:17]=[CH:16][C:15]([O:18][CH2:19][C:20]([F:23])([F:22])[F:21])=[CH:14][CH:13]=1.Br[CH2:25][CH2:26][CH2:27][C:28]([O:30][C:31]([CH3:34])([CH3:33])[CH3:32])=[O:29].C(=O)([O-])O.[Na+].CN(C)C=O. Product: [O:11]=[C:4]1[N:3]([C:12]2[CH:13]=[CH:14][C:15]([O:18][CH2:19][C:20]([F:23])([F:22])[F:21])=[CH:16][CH:17]=2)[C:2]([S:1][CH2:25][CH2:26][CH2:27][C:28]([O:30][C:31]([CH3:34])([CH3:33])[CH3:32])=[O:29])=[N:7][C:6]2[NH:8][CH:9]=[CH:10][C:5]1=2. The catalyst class is: 13. (3) The catalyst class is: 14. Product: [Br:1][C:2]1[CH:11]=[CH:10][CH:9]=[CH:8][C:3]=1[C:4]([NH:12][NH2:13])=[O:5]. Reactant: [Br:1][C:2]1[CH:11]=[CH:10][CH:9]=[CH:8][C:3]=1[C:4](OC)=[O:5].[NH2:12][NH2:13]. (4) Reactant: [CH3:1][O:2][C:3](=[O:16])[CH:4]([O:14][CH3:15])[CH2:5][NH:6]C(OC(C)(C)C)=O.C(Cl)[Cl:18]. Product: [ClH:18].[CH3:1][O:2][C:3](=[O:16])[C@H:4]([O:14][CH3:15])[CH2:5][NH2:6]. The catalyst class is: 67. (5) Reactant: [F:1][C:2]([F:20])([F:19])[C:3]1[CH:8]=[CH:7][C:6]([CH:9]2[C:18]3[C:13](=[CH:14][CH:15]=[CH:16][CH:17]=3)[CH2:12][CH2:11][NH:10]2)=[CH:5][CH:4]=1.CCN(C(C)C)C(C)C.[N:30]([CH:33]([CH3:35])[CH3:34])=[C:31]=[O:32]. Product: [CH:33]([NH:30][C:31]([N:10]1[CH2:11][CH2:12][C:13]2[C:18](=[CH:17][CH:16]=[CH:15][CH:14]=2)[CH:9]1[C:6]1[CH:5]=[CH:4][C:3]([C:2]([F:1])([F:19])[F:20])=[CH:8][CH:7]=1)=[O:32])([CH3:35])[CH3:34]. The catalyst class is: 2. (6) Reactant: [N-:1]=[N+:2]=[N-:3].[Na+].[C:5]([O:11][CH2:12][C@H:13]1[CH2:18][C@@H:17]([O:19][Si:20]([C:33]([CH3:36])([CH3:35])[CH3:34])([C:27]2[CH:32]=[CH:31][CH:30]=[CH:29][CH:28]=2)[C:21]2[CH:26]=[CH:25][CH:24]=[CH:23][CH:22]=2)[CH2:16][CH2:15][C@@:14]1([C@H:38]1[CH2:46][CH2:45][C@@:44]2([CH3:47])[C@@H:40]([CH2:41][CH2:42][C@@:43]2([OH:54])[C:48]2[CH:53]=[CH:52][CH:51]=[CH:50][CH:49]=2)[C@@H:39]1[CH2:55]OS(C)(=O)=O)[CH3:37])(=[O:10])[C:6]([CH3:9])([CH3:8])[CH3:7]. Product: [C:5]([O:11][CH2:12][C@H:13]1[CH2:18][C@@H:17]([O:19][Si:20]([C:33]([CH3:36])([CH3:35])[CH3:34])([C:27]2[CH:32]=[CH:31][CH:30]=[CH:29][CH:28]=2)[C:21]2[CH:22]=[CH:23][CH:24]=[CH:25][CH:26]=2)[CH2:16][CH2:15][C@@:14]1([C@H:38]1[CH2:46][CH2:45][C@@:44]2([CH3:47])[C@@H:40]([CH2:41][CH2:42][C@@:43]2([OH:54])[C:48]2[CH:49]=[CH:50][CH:51]=[CH:52][CH:53]=2)[C@@H:39]1[CH2:55][N:1]=[N+:2]=[N-:3])[CH3:37])(=[O:10])[C:6]([CH3:7])([CH3:8])[CH3:9]. The catalyst class is: 31. (7) Reactant: [CH2:1]([C:3]1[CH:4]=[N:5][CH:6]=[CH:7][C:8]=1[CH2:9][S:10][C:11]1[N:16]=[C:15]([OH:17])[CH:14]=[C:13]([CH3:18])[N:12]=1)[CH3:2].[ClH:19].O1CCOCC1. Product: [ClH:19].[CH2:1]([C:3]1[CH:4]=[N:5][CH:6]=[CH:7][C:8]=1[CH2:9][S:10][C:11]1[N:16]=[C:15]([OH:17])[CH:14]=[C:13]([CH3:18])[N:12]=1)[CH3:2]. The catalyst class is: 5. (8) Reactant: [Cl:1][C:2]1[C:7]([C:8](=O)[CH3:9])=[C:6](Cl)[CH:5]=[CH:4][N:3]=1.O.[NH2:13][NH2:14]. Product: [Cl:1][C:2]1[C:7]2[C:8]([CH3:9])=[N:13][NH:14][C:6]=2[CH:5]=[CH:4][N:3]=1. The catalyst class is: 161. (9) Reactant: [N:1]1[CH:6]=[CH:5][CH:4]=[CH:3][C:2]=1[C:7]([OH:9])=O.C(Cl)CCl.C1C=CC2N(O)N=NC=2C=1.CCN(C(C)C)C(C)C.Cl.[CH3:34][C:35]1[C:43]2[C:42]([N:44]3[CH2:49][CH2:48][CH:47]([NH2:50])[CH2:46][CH2:45]3)=[N:41][CH:40]=[N:39][C:38]=2[NH:37][CH:36]=1. Product: [CH3:34][C:35]1[C:43]2[C:38]([NH:39][CH:40]=[N:41][C:42]=2[N:44]2[CH2:49][CH2:48][CH:47]([NH:50][C:7]([C:2]3[CH:3]=[CH:4][CH:5]=[CH:6][N:1]=3)=[O:9])[CH2:46][CH2:45]2)=[N:37][CH:36]=1. The catalyst class is: 2.